Dataset: Peptide-MHC class II binding affinity with 134,281 pairs from IEDB. Task: Regression. Given a peptide amino acid sequence and an MHC pseudo amino acid sequence, predict their binding affinity value. This is MHC class II binding data. (1) The MHC is DRB5_0101 with pseudo-sequence DRB5_0101. The binding affinity (normalized) is 0.132. The peptide sequence is IKYEVAIFVHGPTTVESH. (2) The peptide sequence is KKGGEAMDTISVFLH. The MHC is DRB1_0301 with pseudo-sequence DRB1_0301. The binding affinity (normalized) is 0.614.